Dataset: NCI-60 drug combinations with 297,098 pairs across 59 cell lines. Task: Regression. Given two drug SMILES strings and cell line genomic features, predict the synergy score measuring deviation from expected non-interaction effect. (1) Drug 1: CC(CN1CC(=O)NC(=O)C1)N2CC(=O)NC(=O)C2. Drug 2: CCC1(C2=C(COC1=O)C(=O)N3CC4=CC5=C(C=CC(=C5CN(C)C)O)N=C4C3=C2)O.Cl. Cell line: PC-3. Synergy scores: CSS=20.0, Synergy_ZIP=-8.60, Synergy_Bliss=-2.81, Synergy_Loewe=-1.15, Synergy_HSA=-0.0578. (2) Drug 1: CC1C(C(CC(O1)OC2CC(CC3=C2C(=C4C(=C3O)C(=O)C5=C(C4=O)C(=CC=C5)OC)O)(C(=O)C)O)N)O.Cl. Cell line: MCF7. Drug 2: C1C(C(OC1N2C=C(C(=O)NC2=O)F)CO)O. Synergy scores: CSS=40.9, Synergy_ZIP=2.59, Synergy_Bliss=4.23, Synergy_Loewe=6.82, Synergy_HSA=8.20. (3) Drug 1: CC1C(C(CC(O1)OC2CC(CC3=C2C(=C4C(=C3O)C(=O)C5=C(C4=O)C(=CC=C5)OC)O)(C(=O)CO)O)N)O.Cl. Drug 2: CC(C)NC(=O)C1=CC=C(C=C1)CNNC.Cl. Cell line: EKVX. Synergy scores: CSS=2.43, Synergy_ZIP=-0.428, Synergy_Bliss=1.36, Synergy_Loewe=-0.134, Synergy_HSA=-0.0348. (4) Drug 1: CC1C(C(CC(O1)OC2CC(CC3=C2C(=C4C(=C3O)C(=O)C5=C(C4=O)C(=CC=C5)OC)O)(C(=O)CO)O)N)O.Cl. Drug 2: CC(C)(C#N)C1=CC(=CC(=C1)CN2C=NC=N2)C(C)(C)C#N. Cell line: U251. Synergy scores: CSS=54.7, Synergy_ZIP=-2.24, Synergy_Bliss=-2.88, Synergy_Loewe=-5.58, Synergy_HSA=-2.02. (5) Drug 1: C1=C(C(=O)NC(=O)N1)F. Drug 2: CC(C)NC(=O)C1=CC=C(C=C1)CNNC.Cl. Cell line: UO-31. Synergy scores: CSS=24.3, Synergy_ZIP=-1.92, Synergy_Bliss=-4.21, Synergy_Loewe=-9.57, Synergy_HSA=-3.67. (6) Drug 1: C1CN1P(=S)(N2CC2)N3CC3. Drug 2: CCC(=C(C1=CC=CC=C1)C2=CC=C(C=C2)OCCN(C)C)C3=CC=CC=C3.C(C(=O)O)C(CC(=O)O)(C(=O)O)O. Cell line: TK-10. Synergy scores: CSS=15.8, Synergy_ZIP=-1.46, Synergy_Bliss=3.11, Synergy_Loewe=1.71, Synergy_HSA=2.50. (7) Drug 1: CCC1=C2CN3C(=CC4=C(C3=O)COC(=O)C4(CC)O)C2=NC5=C1C=C(C=C5)O. Drug 2: CC12CCC3C(C1CCC2O)C(CC4=C3C=CC(=C4)O)CCCCCCCCCS(=O)CCCC(C(F)(F)F)(F)F. Cell line: EKVX. Synergy scores: CSS=1.94, Synergy_ZIP=-0.759, Synergy_Bliss=0.871, Synergy_Loewe=-3.06, Synergy_HSA=-0.618. (8) Drug 1: C1=CC(=CC=C1C#N)C(C2=CC=C(C=C2)C#N)N3C=NC=N3. Drug 2: CN1C(=O)N2C=NC(=C2N=N1)C(=O)N. Cell line: NCI-H226. Synergy scores: CSS=1.46, Synergy_ZIP=-2.84, Synergy_Bliss=-7.01, Synergy_Loewe=-8.98, Synergy_HSA=-8.74.